The task is: Predict the reaction yield, written as a fraction of the theoretical maximum amount of product (1.0 means a 100% yield; for example, 0.34 means a 34% yield).. This data is from Reaction yield outcomes from USPTO patents with 853,638 reactions. (1) The reactants are [Br:1][C:2]1[CH:7]=[CH:6][CH:5]=[CH:4][C:3]=1[CH2:8][CH2:9][CH2:10]OS(C)(=O)=O.[C-:16]#[N:17].[K+].O. The catalyst is CN(C=O)C. The product is [Br:1][C:2]1[CH:7]=[CH:6][CH:5]=[CH:4][C:3]=1[CH2:8][CH2:9][CH2:10][C:16]#[N:17]. The yield is 0.910. (2) The reactants are [NH2:1][C:2]1[CH:3]=[C:4]2[C:8](=[CH:9][CH:10]=1)[C:7](=O)[CH2:6][CH2:5]2.Cl.[CH2:13]([C:17]1[CH:22]=[CH:21][C:20]([C:23]2[CH:28]=[CH:27][CH:26]=[C:25]([NH:29]N)[C:24]=2[F:31])=[CH:19][CH:18]=1)[CH2:14][CH2:15][CH3:16]. No catalyst specified. The product is [CH2:13]([C:17]1[CH:18]=[CH:19][C:20]([C:23]2[CH:28]=[CH:27][C:26]3[C:6]4[CH2:5][C:4]5[C:8](=[CH:9][CH:10]=[C:2]([NH2:1])[CH:3]=5)[C:7]=4[NH:29][C:25]=3[C:24]=2[F:31])=[CH:21][CH:22]=1)[CH2:14][CH2:15][CH3:16]. The yield is 0.170.